Dataset: Full USPTO retrosynthesis dataset with 1.9M reactions from patents (1976-2016). Task: Predict the reactants needed to synthesize the given product. (1) Given the product [Br:1][C:2]1[CH:7]=[C:6]([F:8])[CH:5]=[CH:4][C:3]=1[CH:9]1[N:10]=[C:11]([C:22]2[S:23][C:24]([CH3:27])=[N:25][N:26]=2)[NH:12][C:13]([CH2:20][N:28]2[CH2:33][CH2:32][O:31][CH2:30][CH:29]2[C:34]([OH:36])=[O:35])=[C:14]1[C:15]([O:17][CH2:18][CH3:19])=[O:16], predict the reactants needed to synthesize it. The reactants are: [Br:1][C:2]1[CH:7]=[C:6]([F:8])[CH:5]=[CH:4][C:3]=1[CH:9]1[C:14]([C:15]([O:17][CH2:18][CH3:19])=[O:16])=[C:13]([CH2:20]Br)[NH:12][C:11]([C:22]2[S:23][C:24]([CH3:27])=[N:25][N:26]=2)=[N:10]1.[NH:28]1[CH2:33][CH2:32][O:31][CH2:30][CH:29]1[C:34]([OH:36])=[O:35]. (2) Given the product [CH:1]([N:4]1[C:12]2[C:7](=[CH:8][CH:9]=[C:10]([NH2:13])[CH:11]=2)[CH:6]=[N:5]1)([CH3:3])[CH3:2], predict the reactants needed to synthesize it. The reactants are: [CH:1]([N:4]1[C:12]2[C:7](=[CH:8][CH:9]=[C:10]([N+:13]([O-])=O)[CH:11]=2)[CH:6]=[N:5]1)([CH3:3])[CH3:2].[Cl-].[NH4+]. (3) Given the product [C:25]1([CH2:31][CH2:32][NH:33][CH2:19][C@@H:17]([OH:18])[CH2:16][O:15][C:11]2[CH:12]=[CH:13][CH:14]=[C:9]([C:6]3[C:5]4[CH:20]=[CH:21][C:2]([F:1])=[CH:3][C:4]=4[O:8][N:7]=3)[CH:10]=2)[CH2:30][CH2:29][CH2:28][CH2:27][CH:26]=1, predict the reactants needed to synthesize it. The reactants are: [F:1][C:2]1[CH:21]=[CH:20][C:5]2[C:6]([C:9]3[CH:14]=[CH:13][CH:12]=[C:11]([O:15][CH2:16][C@H:17]4[CH2:19][O:18]4)[CH:10]=3)=[N:7][O:8][C:4]=2[CH:3]=1.C(O)C.[C:25]1([CH2:31][CH2:32][NH2:33])[CH2:30][CH2:29][CH2:28][CH2:27][CH:26]=1. (4) Given the product [NH2:14][C:11]1[N:10]=[C:9]([C:15]2[O:16][CH:17]=[CH:18][CH:19]=2)[C:8]([C:6]2[CH:5]=[CH:4][N:3]=[C:2]([CH2:24][C:23]([NH2:21])=[O:26])[CH:7]=2)=[CH:13][N:12]=1, predict the reactants needed to synthesize it. The reactants are: F[C:2]1[CH:7]=[C:6]([C:8]2[C:9]([C:15]3[O:16][CH:17]=[CH:18][CH:19]=3)=[N:10][C:11]([NH2:14])=[N:12][CH:13]=2)[CH:5]=[CH:4][N:3]=1.[C-]#[N:21].[Na+].[C:23]([O:26]CC)(=O)[CH3:24]. (5) Given the product [C:11]1([CH2:10][N:9]([CH2:8][C@@H:7]2[CH2:6][CH2:5][N:4]([C:17]([O:19][C:20]([CH3:23])([CH3:22])[CH3:21])=[O:18])[CH2:3][C@H:2]2[OH:1])[CH2:24][C:25]2[CH:30]=[CH:29][CH:28]=[CH:27][CH:26]=2)[CH:16]=[CH:15][CH:14]=[CH:13][CH:12]=1, predict the reactants needed to synthesize it. The reactants are: [OH:1][C@H:2]1[C@H:7]([CH2:8][NH:9][CH2:10][C:11]2[CH:16]=[CH:15][CH:14]=[CH:13][CH:12]=2)[CH2:6][CH2:5][N:4]([C:17]([O:19][C:20]([CH3:23])([CH3:22])[CH3:21])=[O:18])[CH2:3]1.[CH:24](=O)[C:25]1[CH:30]=[CH:29][CH:28]=[CH:27][CH:26]=1.S1C=CC=C1. (6) Given the product [Br:24][C:25]1[CH:26]=[CH:27][C:28]([NH:31][C:16]([NH:1][C:2]2[CH:3]=[N:4][CH:5]=[CH:6][C:7]=2[C:8]([O:10][CH3:11])=[O:9])=[O:22])=[N:29][CH:30]=1, predict the reactants needed to synthesize it. The reactants are: [NH2:1][C:2]1[CH:3]=[N:4][CH:5]=[CH:6][C:7]=1[C:8]([O:10][CH3:11])=[O:9].ClC(Cl)(O[C:16](=[O:22])OC(Cl)(Cl)Cl)Cl.[Br:24][C:25]1[CH:26]=[CH:27][C:28]([NH2:31])=[N:29][CH:30]=1. (7) Given the product [Cl:8][C:5]1[CH:6]=[CH:7][C:2]([B:13]2[O:14][C:15]([CH3:17])([CH3:16])[C:11]([CH3:27])([CH3:10])[O:12]2)=[CH:3][C:4]=1[F:9], predict the reactants needed to synthesize it. The reactants are: Br[C:2]1[CH:7]=[CH:6][C:5]([Cl:8])=[C:4]([F:9])[CH:3]=1.[CH3:10][C:11]1([CH3:27])[C:15]([CH3:17])([CH3:16])[O:14][B:13]([B:13]2[O:14][C:15]([CH3:17])([CH3:16])[C:11]([CH3:27])([CH3:10])[O:12]2)[O:12]1.C([O-])(=O)C.[K+].